Dataset: CYP2D6 inhibition data for predicting drug metabolism from PubChem BioAssay. Task: Regression/Classification. Given a drug SMILES string, predict its absorption, distribution, metabolism, or excretion properties. Task type varies by dataset: regression for continuous measurements (e.g., permeability, clearance, half-life) or binary classification for categorical outcomes (e.g., BBB penetration, CYP inhibition). Dataset: cyp2d6_veith. The molecule is COc1cccc(Cn2c(=O)c(-c3ccc(F)cc3)nc3cnc(N4CCOCC4)nc32)c1. The result is 0 (non-inhibitor).